From a dataset of Reaction yield outcomes from USPTO patents with 853,638 reactions. Predict the reaction yield, written as a fraction of the theoretical maximum amount of product (1.0 means a 100% yield; for example, 0.34 means a 34% yield). The product is [CH2:33]([O:35][C:36](=[O:45])[CH:37]=[C:38]([N:5]1[C:13]2[C:8](=[CH:9][C:10]([CH2:14][CH2:15][CH2:16][C:17]3[CH:26]=[CH:25][C:24]4[C:19](=[N:20][CH:21]=[CH:22][CH:23]=4)[N:18]=3)=[CH:11][CH:12]=2)[CH:7]=[CH:6]1)[C:39]1[CH:44]=[CH:43][CH:42]=[CH:41][CH:40]=1)[CH3:34]. The reactants are C([Si](C(C)C)(C(C)C)[N:5]1[C:13]2[C:8](=[CH:9][C:10]([CH2:14][CH2:15][CH2:16][C:17]3[CH:26]=[CH:25][C:24]4[C:19](=[N:20][CH:21]=[CH:22][CH:23]=4)[N:18]=3)=[CH:11][CH:12]=2)[CH:7]=[CH:6]1)(C)C.[CH2:33]([O:35][C:36](=[O:45])[C:37]#[C:38][C:39]1[CH:44]=[CH:43][CH:42]=[CH:41][CH:40]=1)[CH3:34].[F-].C([N+](CCCC)(CCCC)CCCC)CCC. The yield is 0.640. The catalyst is C1COCC1.